This data is from Reaction yield outcomes from USPTO patents with 853,638 reactions. The task is: Predict the reaction yield, written as a fraction of the theoretical maximum amount of product (1.0 means a 100% yield; for example, 0.34 means a 34% yield). (1) The reactants are [CH:1]1([C:4]2[CH:9]=[CH:8][C:7]([CH:10]3[N:14]([CH2:15][CH2:16][C:17]4[CH:22]=[CH:21][C:20]([O:23][CH3:24])=[CH:19][CH:18]=4)[C:13](=[O:25])[C:12]4([CH2:30][CH2:29][NH:28][CH2:27][CH2:26]4)[N:11]3[CH3:31])=[CH:6][CH:5]=2)[CH2:3][CH2:2]1.C(O)(C(F)(F)F)=O.[CH:39]1([CH:42]=O)[CH2:41][CH2:40]1.C(O[BH-](OC(=O)C)OC(=O)C)(=O)C.[Na+]. The catalyst is C(Cl)CCl.C(Cl)Cl.C(O)(=O)C. The product is [CH:39]1([CH2:42][N:28]2[CH2:27][CH2:26][C:12]3([N:11]([CH3:31])[CH:10]([C:7]4[CH:8]=[CH:9][C:4]([CH:1]5[CH2:3][CH2:2]5)=[CH:5][CH:6]=4)[N:14]([CH2:15][CH2:16][C:17]4[CH:22]=[CH:21][C:20]([O:23][CH3:24])=[CH:19][CH:18]=4)[C:13]3=[O:25])[CH2:30][CH2:29]2)[CH2:41][CH2:40]1. The yield is 0.620. (2) The reactants are [CH3:1][O:2][C:3]1[CH:8]=[CH:7][C:6]([S:9][CH2:10][CH2:11][CH2:12][C:13]([OH:15])=O)=[CH:5][CH:4]=1.[CH3:16][O:17][C:18]1[CH:26]=[CH:25][CH:24]=[CH:23][C:19]=1[CH2:20][NH:21][CH3:22]. No catalyst specified. The product is [CH3:16][O:17][C:18]1[CH:26]=[CH:25][CH:24]=[CH:23][C:19]=1[CH2:20][N:21]([CH3:22])[C:13](=[O:15])[CH2:12][CH2:11][CH2:10][S:9][C:6]1[CH:5]=[CH:4][C:3]([O:2][CH3:1])=[CH:8][CH:7]=1. The yield is 0.420.